Dataset: KCNQ2 potassium channel screen with 302,405 compounds. Task: Binary Classification. Given a drug SMILES string, predict its activity (active/inactive) in a high-throughput screening assay against a specified biological target. (1) The drug is Brc1c(NC(=O)CSc2nc([nH]n2)N)ccc([N+]([O-])=O)c1. The result is 0 (inactive). (2) The drug is O=C1N(CCCc2ccccc2)c2c(C1=O)cccc2. The result is 0 (inactive). (3) The result is 0 (inactive). The compound is O(CC(=O)N1CCc2c1cccc2)C(=O)CNC(=O)c1cc(OC)c(OC)c(OC)c1. (4) The compound is o1c(nc(c1C(=O)NC)C)c1ccccc1. The result is 0 (inactive). (5) The drug is S=c1n(CC(C)C)c(=O)c2c([nH]1)cccc2. The result is 0 (inactive).